From a dataset of Reaction yield outcomes from USPTO patents with 853,638 reactions. Predict the reaction yield, written as a fraction of the theoretical maximum amount of product (1.0 means a 100% yield; for example, 0.34 means a 34% yield). The reactants are Cl.[CH3:2][O:3][C:4]1[CH:9]=[CH:8][C:7]([NH:10][NH2:11])=[CH:6][CH:5]=1.CCN(CC)CC.[C:19]([CH:22]1[C:26](=O)[CH:25]([C:28]2[CH:33]=[CH:32][C:31]([Cl:34])=[CH:30][CH:29]=2)[N:24]([C:35]2[CH:40]=[C:39]([CH3:41])[C:38](=[O:42])[N:37]([CH3:43])[CH:36]=2)[C:23]1=[O:44])(=O)[CH3:20].S(=O)(=O)(O)N. The catalyst is CCO.CC(O)=O. The product is [Cl:34][C:31]1[CH:32]=[CH:33][C:28]([CH:25]2[C:26]3[N:10]([C:7]4[CH:8]=[CH:9][C:4]([O:3][CH3:2])=[CH:5][CH:6]=4)[N:11]=[C:19]([CH3:20])[C:22]=3[C:23](=[O:44])[N:24]2[C:35]2[CH:40]=[C:39]([CH3:41])[C:38](=[O:42])[N:37]([CH3:43])[CH:36]=2)=[CH:29][CH:30]=1. The yield is 0.750.